The task is: Predict the product of the given reaction.. This data is from Forward reaction prediction with 1.9M reactions from USPTO patents (1976-2016). (1) Given the reactants [F:1][C:2]1[CH:7]=[C:6]([O:8][C:9]2[CH:14]=[CH:13][N:12]=[C:11]([NH:15][C:16]([N:18]([CH3:26])[CH:19]3[CH2:24][CH2:23][N:22]([CH3:25])[CH2:21][CH2:20]3)=[O:17])[CH:10]=2)[CH:5]=[CH:4][C:3]=1[NH:27][C:28]([C:30]1([C:33]([OH:35])=O)[CH2:32][CH2:31]1)=[O:29].[NH2:36][C:37]1[CH:42]=[CH:41][CH:40]=[CH:39][CH:38]=1.C(N(CC)CC)C.F[P-](F)(F)(F)(F)F.N1(O[P+](N(C)C)(N(C)C)N(C)C)C2C=CC=CC=2N=N1, predict the reaction product. The product is: [F:1][C:2]1[CH:7]=[C:6]([O:8][C:9]2[CH:14]=[CH:13][N:12]=[C:11]([NH:15][C:16]([N:18]([CH3:26])[CH:19]3[CH2:24][CH2:23][N:22]([CH3:25])[CH2:21][CH2:20]3)=[O:17])[CH:10]=2)[CH:5]=[CH:4][C:3]=1[NH:27][C:28]([C:30]1([C:33]([NH:36][C:37]2[CH:42]=[CH:41][CH:40]=[CH:39][CH:38]=2)=[O:35])[CH2:32][CH2:31]1)=[O:29]. (2) Given the reactants O.O.[Sn](Cl)Cl.[N+:6]([C:9]1[CH:14]=[CH:13][C:12]([C:15]2[NH:19][C:18](=[O:20])[O:17][N:16]=2)=[CH:11][CH:10]=1)([O-])=O.C(=O)([O-])O.[Na+], predict the reaction product. The product is: [NH2:6][C:9]1[CH:10]=[CH:11][C:12]([C:15]2[NH:19][C:18](=[O:20])[O:17][N:16]=2)=[CH:13][CH:14]=1. (3) Given the reactants [F:1][C:2]1[CH:7]=[C:6]([F:8])[CH:5]=[CH:4][C:3]=1[CH2:9][NH:10][C:11]([C:13]1[C:14](=[O:36])[C:15]([O:28]CC2C=CC=CC=2)=[C:16]2[C:21](=[O:22])[N:20]3[C@H:23]([CH3:26])[CH2:24][O:25][C@H:19]3[CH2:18][N:17]2[CH:27]=1)=[O:12], predict the reaction product. The product is: [F:1][C:2]1[CH:7]=[C:6]([F:8])[CH:5]=[CH:4][C:3]=1[CH2:9][NH:10][C:11]([C:13]1[C:14](=[O:36])[C:15]([OH:28])=[C:16]2[C:21](=[O:22])[N:20]3[C@H:23]([CH3:26])[CH2:24][O:25][C@H:19]3[CH2:18][N:17]2[CH:27]=1)=[O:12]. (4) Given the reactants [CH3:1][C:2]1[N:6]=[C:5]([C:7]2[CH:12]=[CH:11][C:10]([N:13]3[CH:22]=[C:21]4[C:15]([CH2:16][CH2:17][NH:18][CH2:19][CH2:20]4)=[N:14]3)=[CH:9][CH:8]=2)[O:4][N:3]=1.[CH3:23][C:24]([CH3:26])=O.C(O[BH-](OC(=O)C)OC(=O)C)(=O)C.[Na+], predict the reaction product. The product is: [CH3:23][CH:24]([N:18]1[CH2:19][CH2:20][C:21]2=[CH:22][N:13]([C:10]3[CH:11]=[CH:12][C:7]([C:5]4[O:4][N:3]=[C:2]([CH3:1])[N:6]=4)=[CH:8][CH:9]=3)[N:14]=[C:15]2[CH2:16][CH2:17]1)[CH3:26]. (5) Given the reactants [CH2:1]([O:3][C:4]([C:6]1([C:9]2[CH:14]=[CH:13][C:12]([C:15]3[CH:20]=[CH:19][C:18]([C:21]4[CH:22]=[N:23][N:24]([CH3:30])[C:25]=4[CH:26]([OH:29])[C:27]#[CH:28])=[CH:17][CH:16]=3)=[CH:11][CH:10]=2)[CH2:8][CH2:7]1)=[O:5])[CH3:2].[CH2:31]([N:38]=[N+:39]=[N-:40])[C:32]1[CH:37]=[CH:36][CH:35]=[CH:34][CH:33]=1.CS(C)=O.O=C1O[C@H]([C@H](CO)O)C([O-])=C1O.[Na+], predict the reaction product. The product is: [CH2:1]([O:3][C:4]([C:6]1([C:9]2[CH:10]=[CH:11][C:12]([C:15]3[CH:20]=[CH:19][C:18]([C:21]4[CH:22]=[N:23][N:24]([CH3:30])[C:25]=4[CH:26]([C:27]4[N:40]=[N:39][N:38]([CH2:31][C:32]5[CH:37]=[CH:36][CH:35]=[CH:34][CH:33]=5)[CH:28]=4)[OH:29])=[CH:17][CH:16]=3)=[CH:13][CH:14]=2)[CH2:8][CH2:7]1)=[O:5])[CH3:2]. (6) The product is: [C:24]([O:23][C:21]([NH:20][C@H:12]([CH2:11][CH2:10][CH2:9][CH2:8][NH:7][C:29]1[N:34]=[C:33]([C:35]2[CH:40]=[CH:39][CH:38]=[CH:37][CH:36]=2)[C:32]([C:41]2[CH:42]=[CH:43][CH:44]=[CH:45][CH:46]=2)=[CH:31][N:30]=1)[CH2:13][CH2:14][C:15]([O:17][CH2:18][CH3:19])=[O:16])=[O:22])([CH3:26])([CH3:25])[CH3:27]. Given the reactants C(=O)([O-])[O-].[Cs+].[Cs+].[NH2:7][CH2:8][CH2:9][CH2:10][CH2:11][C@@H:12]([NH:20][C:21]([O:23][C:24]([CH3:27])([CH3:26])[CH3:25])=[O:22])[CH2:13][CH2:14][C:15]([O:17][CH2:18][CH3:19])=[O:16].Cl[C:29]1[N:34]=[C:33]([C:35]2[CH:40]=[CH:39][CH:38]=[CH:37][CH:36]=2)[C:32]([C:41]2[CH:46]=[CH:45][CH:44]=[CH:43][CH:42]=2)=[CH:31][N:30]=1, predict the reaction product.